This data is from TCR-epitope binding with 47,182 pairs between 192 epitopes and 23,139 TCRs. The task is: Binary Classification. Given a T-cell receptor sequence (or CDR3 region) and an epitope sequence, predict whether binding occurs between them. The epitope is ARMILMTHF. The TCR CDR3 sequence is CASSVGASGLTEQYF. Result: 0 (the TCR does not bind to the epitope).